From a dataset of NCI-60 drug combinations with 297,098 pairs across 59 cell lines. Regression. Given two drug SMILES strings and cell line genomic features, predict the synergy score measuring deviation from expected non-interaction effect. (1) Drug 1: CC1C(C(CC(O1)OC2CC(CC3=C2C(=C4C(=C3O)C(=O)C5=C(C4=O)C(=CC=C5)OC)O)(C(=O)C)O)N)O.Cl. Drug 2: C1=NC2=C(N=C(N=C2N1C3C(C(C(O3)CO)O)O)F)N. Cell line: PC-3. Synergy scores: CSS=15.3, Synergy_ZIP=-7.31, Synergy_Bliss=-7.28, Synergy_Loewe=-10.9, Synergy_HSA=-6.05. (2) Cell line: BT-549. Drug 1: C1C(C(OC1N2C=C(C(=O)NC2=O)F)CO)O. Drug 2: C1CN(CCN1C(=O)CCBr)C(=O)CCBr. Synergy scores: CSS=19.1, Synergy_ZIP=-10.3, Synergy_Bliss=-7.88, Synergy_Loewe=-1.78, Synergy_HSA=-0.461. (3) Drug 1: C1=CN(C(=O)N=C1N)C2C(C(C(O2)CO)O)O.Cl. Drug 2: C(CN)CNCCSP(=O)(O)O. Cell line: CCRF-CEM. Synergy scores: CSS=78.4, Synergy_ZIP=12.9, Synergy_Bliss=12.7, Synergy_Loewe=-15.7, Synergy_HSA=12.9. (4) Drug 1: CCN(CC)CCNC(=O)C1=C(NC(=C1C)C=C2C3=C(C=CC(=C3)F)NC2=O)C. Drug 2: C1CN(CCN1C(=O)CCBr)C(=O)CCBr. Cell line: CAKI-1. Synergy scores: CSS=37.7, Synergy_ZIP=-13.3, Synergy_Bliss=-4.94, Synergy_Loewe=-1.13, Synergy_HSA=0.190. (5) Drug 1: CN(CCCl)CCCl.Cl. Drug 2: C1C(C(OC1N2C=NC(=NC2=O)N)CO)O. Cell line: RPMI-8226. Synergy scores: CSS=42.2, Synergy_ZIP=3.45, Synergy_Bliss=8.56, Synergy_Loewe=1.07, Synergy_HSA=4.54. (6) Drug 2: C1CC(C1)(C(=O)O)C(=O)O.[NH2-].[NH2-].[Pt+2]. Synergy scores: CSS=3.58, Synergy_ZIP=-5.00, Synergy_Bliss=-4.16, Synergy_Loewe=-29.1, Synergy_HSA=-3.55. Cell line: SNB-75. Drug 1: CC1C(C(CC(O1)OC2CC(CC3=C2C(=C4C(=C3O)C(=O)C5=C(C4=O)C(=CC=C5)OC)O)(C(=O)C)O)N)O.Cl. (7) Drug 1: C1=C(C(=O)NC(=O)N1)N(CCCl)CCCl. Drug 2: C1CN(P(=O)(OC1)NCCCl)CCCl. Cell line: SK-MEL-28. Synergy scores: CSS=9.86, Synergy_ZIP=-4.62, Synergy_Bliss=0.0338, Synergy_Loewe=-1.56, Synergy_HSA=-0.763.